From a dataset of HIV replication inhibition screening data with 41,000+ compounds from the AIDS Antiviral Screen. Binary Classification. Given a drug SMILES string, predict its activity (active/inactive) in a high-throughput screening assay against a specified biological target. (1) The drug is COc1ccc(C=C2SC(=Nc3ccccc3)N(NC(=O)Cc3ccccc3)C2=O)cc1. The result is 0 (inactive). (2) The drug is S=C1NCCNC(=S)SS1. The result is 0 (inactive). (3) The compound is COS(=O)CCOC(=O)c1ccccc1SSc1ccccc1C(=O)OCCS(=O)OC. The result is 1 (active). (4) The compound is CC(=O)Nc1ccc(Sc2nnc(NC(C)=O)s2)cc1. The result is 0 (inactive). (5) The compound is COc1cc2cc(C(=O)N3CC(CCl)c4ccc(NO)cc43)[nH]c2c(OC)c1OC. The result is 0 (inactive). (6) The drug is Cn1ccnc1CCc1ccc(Cl)cc1Cl. The result is 0 (inactive). (7) The compound is CC12CCC(=O)N1c1cncnc1N2. The result is 0 (inactive). (8) The drug is O=c1[nH]c(=O)n(C2CC(F)(F)C(CO)O2)cc1COCC(F)(F)F. The result is 0 (inactive).